Predict the reactants needed to synthesize the given product. From a dataset of Full USPTO retrosynthesis dataset with 1.9M reactions from patents (1976-2016). (1) Given the product [F:1][C:2]1[CH:3]=[C:4]2[C:8](=[C:9]([NH:11][CH:30]3[CH2:31][CH2:32][NH:27][CH2:28][CH2:29]3)[CH:10]=1)[NH:7][C:6]([C:14]1[CH:19]=[CH:18][CH:17]=[CH:16][CH:15]=1)=[CH:5]2, predict the reactants needed to synthesize it. The reactants are: [F:1][C:2]1[CH:3]=[C:4]2[C:8](=[C:9]([N+:11]([O-])=O)[CH:10]=1)[NH:7][C:6]([C:14]1[CH:19]=[CH:18][CH:17]=[CH:16][CH:15]=1)=[CH:5]2.C([N:27]1[CH2:32][CH2:31][CH2:30][CH2:29][C:28]1=O)(OC(C)(C)C)=O. (2) The reactants are: [F:1][C:2]1[CH:3]=[C:4]([N:8]2[CH:12]=[CH:11][C:10]([NH2:13])=[N:9]2)[CH:5]=[CH:6][CH:7]=1.[O:14]=[C:15]1[N:19]2[CH2:20][CH2:21][C@H:22]([CH2:24][C:25](O)=[O:26])[CH2:23][C@@H:18]2[CH2:17][O:16]1. Given the product [F:1][C:2]1[CH:3]=[C:4]([N:8]2[CH:12]=[CH:11][C:10]([NH:13][C:25](=[O:26])[CH2:24][C@H:22]3[CH2:21][CH2:20][N:19]4[C:15](=[O:14])[O:16][CH2:17][C@H:18]4[CH2:23]3)=[N:9]2)[CH:5]=[CH:6][CH:7]=1, predict the reactants needed to synthesize it. (3) Given the product [CH3:8][O:9][N:10]([C:11](=[O:20])[CH2:12][CH2:13][CH2:14][CH2:15][CH2:16][CH2:17][CH2:18][CH3:19])[C:21](=[O:23])[CH3:22], predict the reactants needed to synthesize it. The reactants are: C(N(CC)CC)C.[CH3:8][O:9][NH:10][C:11](=[O:20])[CH2:12][CH2:13][CH2:14][CH2:15][CH2:16][CH2:17][CH2:18][CH3:19].[C:21](OC(=O)C)(=[O:23])[CH3:22]. (4) Given the product [C:1]([C:3]1[CH:4]=[C:5]([CH2:14][O:15][C:16]2[CH:21]=[CH:20][C:19]([CH2:22][CH2:23][C:24]([OH:26])=[O:25])=[C:18]([CH3:29])[C:17]=2[CH3:30])[C:6]2[O:10][C:9]([CH2:11][CH3:12])=[CH:8][C:7]=2[CH:13]=1)#[N:2], predict the reactants needed to synthesize it. The reactants are: [C:1]([C:3]1[CH:4]=[C:5]([CH2:14][O:15][C:16]2[CH:21]=[CH:20][C:19]([CH2:22][CH2:23][C:24]([O:26]CC)=[O:25])=[C:18]([CH3:29])[C:17]=2[CH3:30])[C:6]2[O:10][C:9]([CH2:11][CH3:12])=[CH:8][C:7]=2[CH:13]=1)#[N:2].[OH-].[Na+]. (5) The reactants are: C[S-].[Na+].[Cl:4][C:5]1[CH:10]=[C:9]([O:11][CH3:12])[CH:8]=[C:7]([O:13]C)[CH:6]=1. Given the product [Cl:4][C:5]1[CH:6]=[C:7]([OH:13])[CH:8]=[C:9]([O:11][CH3:12])[CH:10]=1, predict the reactants needed to synthesize it.